This data is from Full USPTO retrosynthesis dataset with 1.9M reactions from patents (1976-2016). The task is: Predict the reactants needed to synthesize the given product. (1) Given the product [C:29]([C:28]1[CH:31]=[C:32]([N:7]2[C:6]3[CH:8]=[CH:9][CH:10]=[N:11][C:5]=3[CH2:4][N:3]([CH2:12][CH:13]3[CH2:14][CH2:15][N:16]([C:19]([O:21][C:22]([CH3:25])([CH3:24])[CH3:23])=[O:20])[CH2:17][CH2:18]3)[C:2]2=[O:1])[CH:33]=[CH:34][C:27]=1[F:26])#[N:30], predict the reactants needed to synthesize it. The reactants are: [O:1]=[C:2]1[NH:7][C:6]2[CH:8]=[CH:9][CH:10]=[N:11][C:5]=2[CH2:4][N:3]1[CH2:12][CH:13]1[CH2:18][CH2:17][N:16]([C:19]([O:21][C:22]([CH3:25])([CH3:24])[CH3:23])=[O:20])[CH2:15][CH2:14]1.[F:26][C:27]1[CH:34]=[CH:33][C:32](I)=[CH:31][C:28]=1[C:29]#[N:30]. (2) Given the product [Cl:31][C:28]1[CH:27]=[N:26][C:25]([N:20]2[CH2:19][CH2:18][CH:17]([C@H:15]([CH3:16])[CH2:14][CH2:13][O:12][C:10]3[CH:9]=[C:8]([CH3:23])[C:4]([C:5]([OH:7])=[O:6])=[C:3]([CH3:2])[CH:11]=3)[CH2:22][CH2:21]2)=[N:30][CH:29]=1, predict the reactants needed to synthesize it. The reactants are: Cl.[CH3:2][C:3]1[CH:11]=[C:10]([O:12][CH2:13][CH2:14][C@H:15]([CH:17]2[CH2:22][CH2:21][NH:20][CH2:19][CH2:18]2)[CH3:16])[CH:9]=[C:8]([CH3:23])[C:4]=1[C:5]([OH:7])=[O:6].Cl[C:25]1[N:30]=[CH:29][C:28]([Cl:31])=[CH:27][N:26]=1. (3) Given the product [Cl:1][C:2]1[CH:3]=[CH:4][C:5]([N+:12]([O-:14])=[O:13])=[C:6]([S:8]([N:16]([CH3:17])[CH3:15])(=[O:10])=[O:9])[CH:7]=1, predict the reactants needed to synthesize it. The reactants are: [Cl:1][C:2]1[CH:3]=[CH:4][C:5]([N+:12]([O-:14])=[O:13])=[C:6]([S:8](Cl)(=[O:10])=[O:9])[CH:7]=1.[CH3:15][NH:16][CH3:17].